From a dataset of Full USPTO retrosynthesis dataset with 1.9M reactions from patents (1976-2016). Predict the reactants needed to synthesize the given product. (1) Given the product [N:43]([CH2:42][CH2:41][O:40][CH2:39][CH2:38][O:37][CH2:36][CH2:35][O:34][C:20]1[CH:19]=[C:15]([CH:14]=[C:13]([O:12][CH2:11][CH2:10][O:9][CH2:8][CH2:7][O:6][CH2:5][CH2:4][N:1]=[N+:2]=[N-:3])[C:21]=1[O:22][CH2:23][CH2:24][O:25][CH2:26][CH2:27][O:28][CH2:29][CH2:30][N:31]=[N+:32]=[N-:33])[C:16]([OH:18])=[O:17])=[N+:44]=[N-:45], predict the reactants needed to synthesize it. The reactants are: [N:1]([CH2:4][CH2:5][O:6][CH2:7][CH2:8][O:9][CH2:10][CH2:11][O:12][C:13]1[CH:14]=[C:15]([CH:19]=[C:20]([O:34][CH2:35][CH2:36][O:37][CH2:38][CH2:39][O:40][CH2:41][CH2:42][N:43]=[N+:44]=[N-:45])[C:21]=1[O:22][CH2:23][CH2:24][O:25][CH2:26][CH2:27][O:28][CH2:29][CH2:30][N:31]=[N+:32]=[N-:33])[C:16]([O-:18])=[O:17])=[N+:2]=[N-:3].O.Cl. (2) Given the product [CH2:30]([N:5]1[CH2:6][C:7]2([CH2:8][CH2:9][N:10]([C:13]([O:15][C:16]([CH3:19])([CH3:18])[CH3:17])=[O:14])[CH2:11][CH2:12]2)[CH2:2][CH2:3][CH2:4]1)[CH2:29][C:28]#[CH:27], predict the reactants needed to synthesize it. The reactants are: Cl.[CH2:2]1[C:7]2([CH2:12][CH2:11][N:10]([C:13]([O:15][C:16]([CH3:19])([CH3:18])[CH3:17])=[O:14])[CH2:9][CH2:8]2)[CH2:6][NH:5][CH2:4][CH2:3]1.C(=O)([O-])[O-].[Cs+].[Cs+].Br[CH2:27][CH2:28][C:29]#[CH:30]. (3) Given the product [Cl:1][C:2]1[C:3]([C:9]([C:11]2[CH:16]=[CH:15][C:14]([O:17][CH3:18])=[CH:13][CH:12]=2)=[O:10])=[CH:4][N:5]=[C:6]([C:27]2[CH:28]=[C:23]([CH:24]=[C:25]([F:39])[C:26]=2[CH3:38])[C:22]([NH:21][CH2:19][CH3:20])=[O:40])[CH:7]=1, predict the reactants needed to synthesize it. The reactants are: [Cl:1][C:2]1[CH:7]=[C:6](Cl)[N:5]=[CH:4][C:3]=1[C:9]([C:11]1[CH:16]=[CH:15][C:14]([O:17][CH3:18])=[CH:13][CH:12]=1)=[O:10].[CH2:19]([NH:21][C:22](=[O:40])[C:23]1[CH:28]=[C:27](B2OC(C)(C)C(C)(C)O2)[C:26]([CH3:38])=[C:25]([F:39])[CH:24]=1)[CH3:20].C(=O)([O-])O.[Na+]. (4) Given the product [CH3:9][O:10][C:11](=[O:36])[C:12]1[CH:17]=[CH:16][CH:15]=[C:14]([CH2:18][N:19]2[C:30]3[C:35](=[CH:34][CH:33]=[CH:32][CH:31]=3)/[C:21](=[C:22](\[C:4]3[CH:5]=[CH:6][CH:7]=[C:2]([Br:1])[CH:3]=3)/[C:23]3[CH:24]=[CH:25][CH:26]=[CH:27][CH:28]=3)/[C:20]2=[O:29])[CH:13]=1, predict the reactants needed to synthesize it. The reactants are: [Br:1][C:2]1[CH:7]=[CH:6][CH:5]=[C:4](I)[CH:3]=1.[CH3:9][O:10][C:11](=[O:36])[C:12]1[CH:17]=[CH:16][CH:15]=[C:14]([CH2:18][N:19]([C:30]2[CH:35]=[CH:34][CH:33]=[CH:32][CH:31]=2)[C:20](=[O:29])[C:21]#[C:22][C:23]2[CH:28]=[CH:27][CH:26]=[CH:25][CH:24]=2)[CH:13]=1. (5) Given the product [NH:22]1[C:23]2[C:28](=[CH:27][CH:26]=[CH:25][CH:24]=2)[C@H:20]([CH2:19][CH2:18][N:14]2[CH2:13][CH2:12][N:11]([C:4]3[CH:5]=[C:6]4[C:10](=[C:2]([F:1])[CH:3]=3)[NH:9][CH:8]=[CH:7]4)[CH2:16][CH2:15]2)[CH2:21]1, predict the reactants needed to synthesize it. The reactants are: [F:1][C:2]1[CH:3]=[C:4]([N:11]2[CH2:16][CH2:15][NH:14][CH2:13][CH2:12]2)[CH:5]=[C:6]2[C:10]=1[NH:9][CH:8]=[CH:7]2.Br[CH2:18][CH2:19][C@H:20]1[C:28]2[C:23](=[CH:24][CH:25]=[CH:26][CH:27]=2)[N:22](C(=O)C)[CH2:21]1. (6) Given the product [CH3:1][N:2]([CH3:13])[CH2:3][CH2:4][N:5]1[C:6]2[CH:11]=[CH:10][CH:9]=[CH:8][C:7]=2[NH:12][C:17]1=[O:18], predict the reactants needed to synthesize it. The reactants are: [CH3:1][N:2]([CH3:13])[CH2:3][CH2:4][NH:5][C:6]1[C:7]([NH2:12])=[CH:8][CH:9]=[CH:10][CH:11]=1.CN([CH:17]=[O:18])C. (7) Given the product [Br:1][C:2]1[CH:3]=[C:4]2[C:9](=[CH:10][CH:11]=1)[N:8]=[C:7]([C:12]([OH:42])([CH3:13])[C:16]([F:18])([F:17])[F:15])[CH:6]=[CH:5]2, predict the reactants needed to synthesize it. The reactants are: [Br:1][C:2]1[CH:3]=[C:4]2[C:9](=[CH:10][CH:11]=1)[N:8]=[C:7]([CH2:12][CH:13]=O)[CH:6]=[CH:5]2.[F:15][C:16]([Si](C)(C)C)([F:18])[F:17].[F-].C([NH+](CCCC)CCCC)CCC.Cl.CN(C=[O:42])C. (8) Given the product [Br:14][C:7]1[CH:6]=[CH:5][C:4]2[NH:3][C:2](=[O:1])[CH2:11][CH2:10][C:9]=2[C:8]=1[C:12]#[N:13], predict the reactants needed to synthesize it. The reactants are: [O:1]=[C:2]1[CH2:11][CH2:10][C:9]2[C:8]([C:12]#[N:13])=[CH:7][CH:6]=[CH:5][C:4]=2[NH:3]1.[Br:14]N1C(=O)CCC1=O. (9) Given the product [C:1]([NH:5][C:6]([C:8]1[C:12]2=[N:13][C:14]([C:17]3[C:25]4[C:20](=[N:21][CH:22]=[CH:23][CH:24]=4)[N:19]([CH3:26])[N:18]=3)=[CH:15][N:16]=[C:11]2[NH:10][CH:9]=1)=[O:7])([CH3:4])([CH3:3])[CH3:2], predict the reactants needed to synthesize it. The reactants are: [C:1]([NH:5][C:6]([C:8]1[C:12]2=[N:13][C:14]([C:17]3[C:25]4[C:20](=[N:21][CH:22]=[CH:23][CH:24]=4)[N:19]([CH3:26])[N:18]=3)=[CH:15][N:16]=[C:11]2[N:10](COCC[Si](C)(C)C)[CH:9]=1)=[O:7])([CH3:4])([CH3:3])[CH3:2].C(N)CN.CCCC[N+](CCCC)(CCCC)CCCC.[F-].